Dataset: Full USPTO retrosynthesis dataset with 1.9M reactions from patents (1976-2016). Task: Predict the reactants needed to synthesize the given product. (1) The reactants are: [F:1][C:2]1[CH:7]=[CH:6][C:5]([C:8]2[CH:9]=[C:10]([OH:23])[C:11](=[O:22])[NH:12][C:13]=2[C:14]2[CH:19]=[CH:18][C:17]([C:20]#[N:21])=[CH:16][CH:15]=2)=[CH:4][CH:3]=1.CN(C=O)C.[N-:29]=[N+:30]=[N-:31].[Na+]. Given the product [F:1][C:2]1[CH:3]=[CH:4][C:5]([C:8]2[CH:9]=[C:10]([OH:23])[C:11](=[O:22])[NH:12][C:13]=2[C:14]2[CH:19]=[CH:18][C:17]([C:20]3[NH:31][N:30]=[N:29][N:21]=3)=[CH:16][CH:15]=2)=[CH:6][CH:7]=1, predict the reactants needed to synthesize it. (2) Given the product [F:24][C:21]1[CH:22]=[CH:23][C:18]([NH:17][C:15](=[O:16])[CH2:14][C:13]2[C:4](=[O:3])[O:5][C:6]3[C:11]([C:12]=2[C:29]2[CH:34]=[CH:33][CH:32]=[CH:31][CH:30]=2)=[CH:10][C:9]2[CH2:35][CH2:36][CH:37]([OH:38])[C:8]=2[CH:7]=3)=[C:19]([C:25]([F:28])([F:26])[F:27])[CH:20]=1, predict the reactants needed to synthesize it. The reactants are: [BH4-].[Na+].[O:3]=[C:4]1[C:13]([CH2:14][C:15]([NH:17][C:18]2[CH:23]=[CH:22][C:21]([F:24])=[CH:20][C:19]=2[C:25]([F:28])([F:27])[F:26])=[O:16])=[C:12]([C:29]2[CH:34]=[CH:33][CH:32]=[CH:31][CH:30]=2)[C:11]2[C:6](=[CH:7][C:8]3[C:37](=[O:38])[CH2:36][CH2:35][C:9]=3[CH:10]=2)[O:5]1.CO.Cl. (3) Given the product [Cl:3][C:4]1[CH:5]=[CH:6][C:7]([O:12][CH2:13][CH:14]([CH3:16])[CH3:15])=[C:8]([CH2:9][OH:10])[CH:11]=1, predict the reactants needed to synthesize it. The reactants are: [BH4-].[Na+].[Cl:3][C:4]1[CH:5]=[CH:6][C:7]([O:12][CH2:13][CH:14]([CH3:16])[CH3:15])=[C:8]([CH:11]=1)[CH:9]=[O:10]. (4) Given the product [C:6]([C:8]1[CH:9]=[C:10]([NH:14][C:3]([NH2:2])=[S:4])[CH:11]=[CH:12][CH:13]=1)(=[O:7])[CH3:5], predict the reactants needed to synthesize it. The reactants are: [NH4+].[N:2]#[C:3][S-:4].[CH3:5][C:6]([C:8]1[CH:13]=[CH:12][CH:11]=[C:10]([NH2:14])[CH:9]=1)=[O:7]. (5) Given the product [F:1][C:2]1[CH:7]=[CH:6][CH:5]=[C:4]([F:8])[C:3]=1[NH:9][C:10]([C:12]1[CH:16]=[CH:15][N:14]([CH2:33][C:32]2[CH:35]=[CH:36][CH:37]=[CH:38][C:31]=2[O:30][CH2:23][C:24]2[CH:29]=[CH:28][CH:27]=[CH:26][CH:25]=2)[N:13]=1)=[O:11], predict the reactants needed to synthesize it. The reactants are: [F:1][C:2]1[CH:7]=[CH:6][CH:5]=[C:4]([F:8])[C:3]=1[NH:9][C:10]([C:12]1[CH:16]=[CH:15][NH:14][N:13]=1)=[O:11].C(=O)([O-])[O-].[K+].[K+].[CH2:23]([O:30][C:31]1[CH:38]=[CH:37][CH:36]=[CH:35][C:32]=1[CH2:33]Br)[C:24]1[CH:29]=[CH:28][CH:27]=[CH:26][CH:25]=1. (6) Given the product [CH:13]1([NH:16][C:3]2[N:2]([CH3:1])[C:10]3[C:5]([CH:4]=2)=[CH:6][CH:7]=[CH:8][CH:9]=3)[CH2:15][CH2:14]1, predict the reactants needed to synthesize it. The reactants are: [CH3:1][N:2]1[C:10]2[C:5](=[CH:6][CH:7]=[CH:8][CH:9]=2)[CH:4]=[C:3]1C=O.[CH:13]1([NH2:16])[CH2:15][CH2:14]1.C(O)(=O)C.[BH3-]C#N.[Na+]. (7) Given the product [Br:6][C:7]1[C:8]([Cl:26])=[CH:9][C:10]([O:25][CH2:28][CH2:29][CH2:30][C:31]#[N:32])=[C:11]([CH:24]=1)[C:12]([N:14]([C:16]1[CH:21]=[CH:20][CH:19]=[CH:18][C:17]=1[O:22][CH3:23])[CH3:15])=[O:13], predict the reactants needed to synthesize it. The reactants are: CN(C=O)C.[Br:6][C:7]1[C:8]([Cl:26])=[CH:9][C:10]([OH:25])=[C:11]([CH:24]=1)[C:12]([N:14]([C:16]1[CH:21]=[CH:20][CH:19]=[CH:18][C:17]=1[O:22][CH3:23])[CH3:15])=[O:13].Br[CH2:28][CH2:29][CH2:30][C:31]#[N:32].C([O-])([O-])=O.[K+].[K+].